This data is from Reaction yield outcomes from USPTO patents with 853,638 reactions. The task is: Predict the reaction yield, written as a fraction of the theoretical maximum amount of product (1.0 means a 100% yield; for example, 0.34 means a 34% yield). (1) The reactants are [Br:1][C:2]1[CH:3]=[CH:4][C:5]([CH:8]=O)=[N:6][CH:7]=1.[NH:10]1[CH2:15][CH2:14][O:13][CH2:12][CH2:11]1.[BH-](OC(C)=O)(OC(C)=O)OC(C)=O.[Na+].C([O-])([O-])=O.[Na+].[Na+]. The catalyst is C(Cl)Cl.O. The product is [Br:1][C:2]1[CH:3]=[CH:4][C:5]([CH2:8][N:10]2[CH2:15][CH2:14][O:13][CH2:12][CH2:11]2)=[N:6][CH:7]=1. The yield is 0.948. (2) The reactants are Cl.[CH3:2][C:3]1[CH:4]=[C:5]([CH:15]([NH2:17])[CH3:16])[CH:6]=[N:7][C:8]=1[O:9][CH2:10][C:11]([F:14])([F:13])[F:12].[C:18]([O:21][CH2:22][C:23]1[CH:24]=[C:25]([CH:29]=[C:30]([Cl:32])[N:31]=1)[C:26](O)=[O:27])(=[O:20])[CH3:19]. No catalyst specified. The product is [C:18]([O:21][CH2:22][C:23]1[CH:24]=[C:25]([C:26](=[O:27])[NH:17][CH:15]([C:5]2[CH:6]=[N:7][C:8]([O:9][CH2:10][C:11]([F:14])([F:12])[F:13])=[C:3]([CH3:2])[CH:4]=2)[CH3:16])[CH:29]=[C:30]([Cl:32])[N:31]=1)(=[O:20])[CH3:19]. The yield is 0.210. (3) The product is [CH3:9][N:10]([C:11]1[CH:16]=[CH:15][CH:14]=[CH:13][CH:12]=1)[C:2]1[CH:3]=[C:4]([OH:8])[CH:5]=[CH:6][CH:7]=1. The yield is 0.780. The reactants are Br[C:2]1[CH:3]=[C:4]([OH:8])[CH:5]=[CH:6][CH:7]=1.[CH3:9][NH:10][C:11]1[CH:16]=[CH:15][CH:14]=[CH:13][CH:12]=1. No catalyst specified. (4) The reactants are [NH2:1][C:2]1[CH:11]=[C:10]([F:12])[C:9]([CH3:13])=[C:8]2[C:3]=1[C:4](=[O:23])[C:5]([C:18]([O:20]CC)=[O:19])=[CH:6][N:7]2[C@@H:14]1[CH2:16][C@@H:15]1[F:17].O.S(=O)(=O)(O)O. The catalyst is C(O)(=O)C. The product is [NH2:1][C:2]1[CH:11]=[C:10]([F:12])[C:9]([CH3:13])=[C:8]2[C:3]=1[C:4](=[O:23])[C:5]([C:18]([OH:20])=[O:19])=[CH:6][N:7]2[C@@H:14]1[CH2:16][C@@H:15]1[F:17]. The yield is 0.820. (5) The reactants are [CH3:1][O:2][C:3]1[CH:4]=[C:5]2[C:10](=[CH:11][C:12]=1[O:13][CH3:14])[N:9]=[CH:8][CH:7]=[C:6]2[O:15][C:16]1[CH:22]=[CH:21][C:19]([NH2:20])=[CH:18][CH:17]=1.C1(C)C=CC=CC=1.C(N(CC)CC)C.ClC(Cl)(O[C:41](=[O:47])[O:42][C:43](Cl)(Cl)Cl)Cl.[CH3:49][O:50][C:51]1[CH:52]=[C:53]([CH:56]=[CH:57][C:58]=1[O:59][CH3:60])CO. The catalyst is C(Cl)Cl. The product is [CH3:1][O:2][C:3]1[CH:4]=[C:5]2[C:10](=[CH:11][C:12]=1[O:13][CH3:14])[N:9]=[CH:8][CH:7]=[C:6]2[O:15][C:16]1[CH:22]=[CH:21][C:19]([NH:20][C:41](=[O:47])[O:42][CH2:43][C:56]2[CH:53]=[CH:52][C:51]([O:50][CH3:49])=[C:58]([O:59][CH3:60])[CH:57]=2)=[CH:18][CH:17]=1. The yield is 0.600.